From a dataset of Catalyst prediction with 721,799 reactions and 888 catalyst types from USPTO. Predict which catalyst facilitates the given reaction. (1) Reactant: [B-](F)(F)(F)F.[B-](F)(F)(F)F.C1[N+]2(O)CC[N+]([F:20])(CC2)C1.[CH3:21][O:22][C:23]1[CH:31]=[C:30]2[C:26]([CH2:27][CH2:28][C:29]2=[O:32])=[CH:25][CH:24]=1. Product: [F:20][C:31]1[C:23]([O:22][CH3:21])=[CH:24][CH:25]=[C:26]2[C:30]=1[C:29](=[O:32])[CH2:28][CH2:27]2. The catalyst class is: 10. (2) Reactant: [F:1][C:2]1[CH:7]=[C:6](I)[CH:5]=[CH:4][N:3]=1.[CH2:9]([Sn](CCCC)(CCCC)C=C)[CH2:10]CC.C(OCC)(=O)C.[F-].[K+]. Product: [F:1][C:2]1[CH:7]=[C:6]([CH:9]=[CH2:10])[CH:5]=[CH:4][N:3]=1. The catalyst class is: 12. (3) Reactant: C(OC([N:8]([C:10]1[CH:15]=[CH:14][C:13]([N:16]2[CH:20]=[CH:19][CH:18]=[N:17]2)=[CH:12][CH:11]=1)[NH2:9])=O)(C)(C)C.O1CCOCC1.[ClH:27]. Product: [ClH:27].[N:16]1([C:13]2[CH:14]=[CH:15][C:10]([NH:8][NH2:9])=[CH:11][CH:12]=2)[CH:20]=[CH:19][CH:18]=[N:17]1. The catalyst class is: 2. (4) Reactant: [NH2:1][C:2]1[C:7]([NH2:8])=[C:6]([NH:9][C@@H:10]2[C@@H:15]3[CH2:16][C@@H:12]([CH:13]=[CH:14]3)[C@@H:11]2[C:17]([NH2:19])=[O:18])[C:5]([Cl:20])=[CH:4][N:3]=1.[N:21]1([C:26]2[CH:27]=[C:28]([CH:31]=[CH:32][CH:33]=2)[CH:29]=O)[CH:25]=[CH:24][CH:23]=[N:22]1.C([O-])(=O)C.[NH4+].C(O)C. Product: [Cl:20][C:5]1[C:6]([NH:9][C@@H:10]2[C@@H:15]3[CH2:16][C@@H:12]([CH:13]=[CH:14]3)[C@@H:11]2[C:17]([NH2:19])=[O:18])=[C:7]2[N:8]=[C:29]([C:28]3[CH:31]=[CH:32][CH:33]=[C:26]([N:21]4[CH:25]=[CH:24][CH:23]=[N:22]4)[CH:27]=3)[NH:1][C:2]2=[N:3][CH:4]=1. The catalyst class is: 27. (5) Reactant: [NH2:1][C:2]1[C:7]2=[CH:8][CH:9]=[C:10]([C:11](=[O:13])[CH3:12])[N:6]2[N:5]=[CH:4][N:3]=1.[Br:14]N1C(C)(C)C(=O)N(Br)C1=O. Product: [NH2:1][C:2]1[C:7]2=[C:8]([Br:14])[CH:9]=[C:10]([C:11](=[O:13])[CH3:12])[N:6]2[N:5]=[CH:4][N:3]=1. The catalyst class is: 3. (6) Reactant: [C:1]([O:5][C:6]([NH:8][CH2:9][C:10]([OH:12])=O)=[O:7])([CH3:4])([CH3:3])[CH3:2].CCN=C=N[CH2:18][CH2:19][CH2:20][N:21]([CH3:23])C.Cl.C1C=C2N=NN(O)C2=CC=1.O.C(N(CC)CC)C.N1CCCC1. Product: [O:12]=[C:10]([N:21]1[CH2:20][CH2:19][CH2:18][CH2:23]1)[CH2:9][NH:8][C:6](=[O:7])[O:5][C:1]([CH3:2])([CH3:3])[CH3:4]. The catalyst class is: 4. (7) Reactant: C([O:3][C:4](=[O:17])[CH2:5][C:6]1[C:14]2[C:9](=[CH:10][CH:11]=[C:12]([F:15])[CH:13]=2)[NH:8][C:7]=1[CH3:16])C.[H-].[Na+].Br[CH2:21][C:22]1[CH:27]=[CH:26][C:25]([S:28]([N:31]([CH:33]2[CH2:38][CH2:37][CH2:36][CH2:35][CH2:34]2)[CH3:32])(=[O:30])=[O:29])=[CH:24][CH:23]=1.Cl. Product: [CH:33]1([N:31]([CH3:32])[S:28]([C:25]2[CH:26]=[CH:27][C:22]([CH2:21][N:8]3[C:9]4[C:14](=[CH:13][C:12]([F:15])=[CH:11][CH:10]=4)[C:6]([CH2:5][C:4]([OH:3])=[O:17])=[C:7]3[CH3:16])=[CH:23][CH:24]=2)(=[O:30])=[O:29])[CH2:38][CH2:37][CH2:36][CH2:35][CH2:34]1. The catalyst class is: 58. (8) Reactant: [CH:1]1([CH2:4][CH2:5][NH:6][C:7]([C:9]2[N:10]=[N:11][C:12]([N:15]3[CH2:20][CH:19]4[CH:17]([CH:18]4[NH2:21])[CH2:16]3)=[CH:13][CH:14]=2)=[O:8])[CH2:3][CH2:2]1.[F:22][C:23]([F:34])([F:33])[C:24]1[CH:32]=[CH:31][CH:30]=[CH:29][C:25]=1[C:26](Cl)=[O:27].C(N(CC)CC)C.O. Product: [CH:1]1([CH2:4][CH2:5][NH:6][C:7]([C:9]2[N:10]=[N:11][C:12]([N:15]3[CH2:16][CH:17]4[CH:19]([CH:18]4[NH:21][C:26](=[O:27])[C:25]4[CH:29]=[CH:30][CH:31]=[CH:32][C:24]=4[C:23]([F:22])([F:33])[F:34])[CH2:20]3)=[CH:13][CH:14]=2)=[O:8])[CH2:3][CH2:2]1. The catalyst class is: 4. (9) Reactant: [Cl:1][C:2]1[CH:7]=[CH:6][C:5]([CH:8]([NH2:20])[CH:9]([C:11]2[CH:16]=[CH:15][C:14]([N+:17]([O-:19])=[O:18])=[CH:13][CH:12]=2)[NH2:10])=[CH:4][CH:3]=1.Cl.[CH3:22][O:23][C:24]1[CH:34]=[CH:33][C:27]([C:28](=N)OCC)=[CH:26][CH:25]=1.C(N(CC)CC)C.C(=O)([O-])[O-].[Na+].[Na+]. Product: [Cl:1][C:2]1[CH:3]=[CH:4][C:5]([CH:8]2[CH:9]([C:11]3[CH:16]=[CH:15][C:14]([N+:17]([O-:19])=[O:18])=[CH:13][CH:12]=3)[NH:10][C:28]([C:27]3[CH:33]=[CH:34][C:24]([O:23][CH3:22])=[CH:25][CH:26]=3)=[N:20]2)=[CH:6][CH:7]=1. The catalyst class is: 511.